Dataset: Reaction yield outcomes from USPTO patents with 853,638 reactions. Task: Predict the reaction yield, written as a fraction of the theoretical maximum amount of product (1.0 means a 100% yield; for example, 0.34 means a 34% yield). (1) The reactants are [N+:1]([C:4]1[CH:11]=[CH:10][C:7]([CH:8]=O)=[C:6]([F:12])[CH:5]=1)([O-:3])=[O:2].C(O)(=O)[CH2:14][C:15]([OH:17])=[O:16]. The catalyst is C(O)C. The product is [N+:1]([C:4]1[CH:11]=[CH:10][C:7]([CH:8]=[CH:14][C:15]([OH:17])=[O:16])=[C:6]([F:12])[CH:5]=1)([O-:3])=[O:2]. The yield is 0.900. (2) The reactants are [CH3:1][C:2]([NH2:6])([CH3:5])[CH2:3][NH2:4].[S:7](Cl)([CH3:10])(=[O:9])=[O:8].C(N(CC)CC)C. The catalyst is C(Cl)Cl. The product is [NH2:6][C:2]([CH3:5])([CH3:1])[CH2:3][NH:4][S:7]([CH3:10])(=[O:9])=[O:8]. The yield is 0.330. (3) The reactants are [CH3:1][C:2]1[S:6][C:5]2[NH:7][C:8]3[CH:9]=[CH:10][CH:11]=[CH:12][C:13]=3[N:14]=[C:15]([N:16]3[CH2:21][CH2:20][N:19]([CH3:22])[CH2:18][CH2:17]3)[C:4]=2[CH:3]=1.[ClH:23]. The catalyst is CC(O)C. The product is [ClH:23].[ClH:23].[CH3:1][C:2]1[S:6][C:5]2[NH:7][C:8]3[CH:9]=[CH:10][CH:11]=[CH:12][C:13]=3[N:14]=[C:15]([N:16]3[CH2:21][CH2:20][N:19]([CH3:22])[CH2:18][CH2:17]3)[C:4]=2[CH:3]=1. The yield is 0.970.